From a dataset of Catalyst prediction with 721,799 reactions and 888 catalyst types from USPTO. Predict which catalyst facilitates the given reaction. Reactant: [S:1]1[C:5]2[CH:6]=[CH:7][C:8]([CH2:10][CH2:11][O:12][CH2:13][CH2:14][C:15]([N:17]3[CH2:20][CH:19]([OH:21])[CH2:18]3)=O)=[CH:9][C:4]=2[CH:3]=[CH:2]1.[BH4-].[Na+].F[C:25](F)(F)[C:26]([OH:28])=[O:27].Cl.[C:32]([O:35]CC)(=[O:34])[CH3:33]. Product: [C:26]([OH:28])(=[O:27])/[CH:25]=[CH:33]\[C:32]([OH:35])=[O:34].[S:1]1[C:5]2[CH:6]=[CH:7][C:8]([CH2:10][CH2:11][O:12][CH2:13][CH2:14][CH2:15][N:17]3[CH2:20][CH:19]([OH:21])[CH2:18]3)=[CH:9][C:4]=2[CH:3]=[CH:2]1. The catalyst class is: 132.